This data is from Reaction yield outcomes from USPTO patents with 853,638 reactions. The task is: Predict the reaction yield, written as a fraction of the theoretical maximum amount of product (1.0 means a 100% yield; for example, 0.34 means a 34% yield). (1) The reactants are [C:1]1([S:7][C:8]2[CH:9]=[C:10]([CH:13]=[CH:14][CH:15]=2)[CH:11]=[O:12])[CH:6]=[CH:5][CH:4]=[CH:3][CH:2]=1.[BH4-].[Na+].O. The catalyst is C(O)C. The product is [C:1]1([S:7][C:8]2[CH:9]=[C:10]([CH2:11][OH:12])[CH:13]=[CH:14][CH:15]=2)[CH:6]=[CH:5][CH:4]=[CH:3][CH:2]=1. The yield is 0.680. (2) The reactants are Br[C:2]1[CH:3]=[C:4]([F:13])[C:5]2[O:9][C:8]([CH3:11])([CH3:10])[CH2:7][C:6]=2[CH:12]=1.C([Li])CCC.[B:19](OC(C)C)([O:24]C(C)C)[O:20]C(C)C.Cl. The catalyst is O1CCCC1. The product is [F:13][C:4]1[C:5]2[O:9][C:8]([CH3:11])([CH3:10])[CH2:7][C:6]=2[CH:12]=[C:2]([B:19]([OH:24])[OH:20])[CH:3]=1. The yield is 0.400. (3) The reactants are [CH3:1][N:2]([CH3:22])[C:3]1[CH:8]=[CH:7][C:6]([C:9]([C:13]2[CH:18]=[CH:17][C:16]([N:19]([CH3:21])[CH3:20])=[CH:15][CH:14]=2)=[C:10](Br)[CH3:11])=[CH:5][CH:4]=1.[Mg].II.Cl[P:27]([C:32]([CH3:35])([CH3:34])[CH3:33])[C:28]([CH3:31])([CH3:30])[CH3:29]. The catalyst is [Cu](Cl)Cl.C(OCC)C.CCCCCCC.C1COCC1. The product is [CH3:1][N:2]([CH3:22])[C:3]1[CH:8]=[CH:7][C:6]([C:9]([C:13]2[CH:18]=[CH:17][C:16]([N:19]([CH3:21])[CH3:20])=[CH:15][CH:14]=2)=[C:10]([P:27]([C:32]([CH3:35])([CH3:34])[CH3:33])[C:28]([CH3:31])([CH3:30])[CH3:29])[CH3:11])=[CH:5][CH:4]=1. The yield is 0.200. (4) The reactants are [CH2:1]([C:5]1[N:6]=[C:7]([CH3:27])[NH:8][C:9](=[O:26])[C:10]=1[CH2:11][C:12]1[CH:17]=[CH:16][C:15]([C:18]2[C:19]([C:24]#[N:25])=[CH:20][CH:21]=[CH:22][CH:23]=2)=[CH:14][CH:13]=1)[CH2:2][CH2:3][CH3:4].C(=O)([O-])[O-].[K+].[K+].Cl[CH2:35][N:36]1[C:40]2[CH:41]=[CH:42][CH:43]=[CH:44][C:39]=2[N:38]=[N:37]1.CN(C)C=O. The catalyst is C(OCC)(=O)C. The product is [N:36]1([CH2:35][N:8]2[C:9](=[O:26])[C:10]([CH2:11][C:12]3[CH:17]=[CH:16][C:15]([C:18]4[C:19]([C:24]#[N:25])=[CH:20][CH:21]=[CH:22][CH:23]=4)=[CH:14][CH:13]=3)=[C:5]([CH2:1][CH2:2][CH2:3][CH3:4])[N:6]=[C:7]2[CH3:27])[C:40]2[CH:41]=[CH:42][CH:43]=[CH:44][C:39]=2[N:38]=[N:37]1. The yield is 0.330. (5) The reactants are [CH:1]([N:4]=[C:5]=[O:6])([CH3:3])[CH3:2].[F:7][C:8]1[CH:9]=[CH:10][C:11]([NH:14][NH2:15])=[N:12][CH:13]=1. The catalyst is C(Cl)Cl. The product is [F:7][C:8]1[CH:9]=[CH:10][C:11]([NH:14][NH:15][C:5]([NH:4][CH:1]([CH3:3])[CH3:2])=[O:6])=[N:12][CH:13]=1. The yield is 0.930. (6) The reactants are [C:1]([O:5][C:6](=[O:22])[N:7]([C@@H:9]([C:11]1[CH:20]=[CH:19][C:18]2[C:13](=[CH:14][C:15](Br)=[CH:16][CH:17]=2)[N:12]=1)[CH3:10])[CH3:8])([CH3:4])([CH3:3])[CH3:2].[O:23]=[C:24]1[CH2:29][CH2:28][C:27]([CH:33]=[CH2:34])([C:30]([OH:32])=[O:31])[CH2:26][CH2:25]1.C1(C)C=CC=CC=1P(C1C=CC=CC=1C)C1C=CC=CC=1C.C(N(CC)CC)C. The catalyst is O1CCOCC1.C([O-])(=O)C.[Pd+2].C([O-])(=O)C. The product is [C:1]([O:5][C:6]([N:7]([CH3:8])[C@@H:9]([C:11]1[CH:20]=[CH:19][C:18]2[C:13](=[CH:14][C:15](/[CH:34]=[CH:33]/[C:27]3([C:30]([OH:32])=[O:31])[CH2:28][CH2:29][C:24](=[O:23])[CH2:25][CH2:26]3)=[CH:16][CH:17]=2)[N:12]=1)[CH3:10])=[O:22])([CH3:4])([CH3:3])[CH3:2]. The yield is 0.940. (7) The reactants are [F:1][C:2]1[CH:7]=[C:6]([O:8][C@H:9]2[CH2:14][CH2:13][CH2:12][CH2:11][C@@H:10]2[C:15]2[C:16]([N+:20]([O-])=O)=[N:17][NH:18][CH:19]=2)[CH:5]=[C:4]([F:23])[C:3]=1[S:24]([NH:27][C:28]1[N:29]=[CH:30][S:31][CH:32]=1)(=[O:26])=[O:25].[Cl-].[NH4+]. The catalyst is C(O)C.O.[Fe]. The product is [NH2:20][C:16]1[C:15]([C@H:10]2[CH2:11][CH2:12][CH2:13][CH2:14][C@@H:9]2[O:8][C:6]2[CH:5]=[C:4]([F:23])[C:3]([S:24]([NH:27][C:28]3[N:29]=[CH:30][S:31][CH:32]=3)(=[O:25])=[O:26])=[C:2]([F:1])[CH:7]=2)=[CH:19][NH:18][N:17]=1. The yield is 0.920. (8) The reactants are [CH2:1]([O:8][C:9]1[CH:14]=[CH:13][CH:12]=[C:11](OC)[C:10]=1[CH2:17][OH:18])[C:2]1[CH:7]=[CH:6][CH:5]=[CH:4][CH:3]=1.[CH3:19][N+]1([O-])CCOCC1. The catalyst is ClCCl.[Ru]([O-])(=O)(=O)=O.C([N+](CCC)(CCC)CCC)CC. The product is [CH2:1]([O:8][C:9]1[CH:14]=[CH:13][CH:12]=[C:11]([CH3:19])[C:10]=1[CH:17]=[O:18])[C:2]1[CH:3]=[CH:4][CH:5]=[CH:6][CH:7]=1. The yield is 0.900. (9) The reactants are [CH3:1][O:2][C:3]1[CH:28]=[CH:27][C:6]([CH2:7][N:8]2[C:13]3[N:14]=[CH:15][C:16]([C:18]([O:20]CC)=[CH2:19])=[CH:17][C:12]=3[C:11]3=[N:23][CH:24]=[N:25][N:10]3[C:9]2=[O:26])=[CH:5][CH:4]=1.Cl.[OH-].[Na+]. The catalyst is O1CCOCC1. The product is [C:18]([C:16]1[CH:15]=[N:14][C:13]2[N:8]([CH2:7][C:6]3[CH:5]=[CH:4][C:3]([O:2][CH3:1])=[CH:28][CH:27]=3)[C:9](=[O:26])[N:10]3[N:25]=[CH:24][N:23]=[C:11]3[C:12]=2[CH:17]=1)(=[O:20])[CH3:19]. The yield is 0.900. (10) The reactants are [Cl:1][C:2]1[CH:9]=[CH:8][CH:7]=[C:6]([N+]([O-])=O)[C:3]=1[CH:4]=[O:5].[CH3:13][O:14][C:15]1[CH:20]=[CH:19][C:18]([SH:21])=[CH:17][CH:16]=1.C(=O)([O-])[O-].[K+].[K+]. The catalyst is CN(C)C=O. The product is [Cl:1][C:2]1[CH:9]=[CH:8][CH:7]=[C:6]([S:21][C:18]2[CH:19]=[CH:20][C:15]([O:14][CH3:13])=[CH:16][CH:17]=2)[C:3]=1[CH:4]=[O:5]. The yield is 0.400.